Dataset: Forward reaction prediction with 1.9M reactions from USPTO patents (1976-2016). Task: Predict the product of the given reaction. (1) Given the reactants [CH3:1][CH:2]1[CH2:7][CH:6]([C:8]([O:10][CH3:11])=[O:9])[CH2:5][CH2:4][NH:3]1.[Cl:12][C:13]1[CH:18]=[CH:17][CH:16]=[C:15]([C:19]([F:22])([F:21])[F:20])[C:14]=1[C:23]([N:25]1[C:33]2[C:28](=[C:29]([F:34])[CH:30]=[CH:31][CH:32]=2)[C:27](I)=[N:26]1)=[O:24].C([O-])([O-])=O.[Cs+].[Cs+], predict the reaction product. The product is: [Cl:12][C:13]1[CH:18]=[CH:17][CH:16]=[C:15]([C:19]([F:20])([F:22])[F:21])[C:14]=1[C:23]([N:25]1[C:33]2[C:28](=[C:29]([F:34])[CH:30]=[CH:31][CH:32]=2)[C:27]([N:3]2[CH2:4][CH2:5][CH:6]([C:8]([O:10][CH3:11])=[O:9])[CH2:7][CH:2]2[CH3:1])=[N:26]1)=[O:24]. (2) Given the reactants [H-].[Na+].[CH:3]1([OH:7])[CH2:6][CH2:5][CH2:4]1.[C:8]([C:10]1[C:11](F)=[N:12][CH:13]=[CH:14][CH:15]=1)#[N:9], predict the reaction product. The product is: [CH:3]1([O:7][C:11]2[N:12]=[CH:13][CH:14]=[CH:15][C:10]=2[C:8]#[N:9])[CH2:6][CH2:5][CH2:4]1. (3) Given the reactants CN(C)[CH:3]=[O:4].P(Cl)(Cl)([Cl:8])=O.[N:11]1[CH:16]=[CH:15][CH:14]=[CH:13][C:12]=1[N:17]1[C:25]2[C:20](=[CH:21][CH:22]=[CH:23][CH:24]=2)[CH2:19][C:18]1=O, predict the reaction product. The product is: [Cl:8][C:18]1[N:17]([C:12]2[CH:13]=[CH:14][CH:15]=[CH:16][N:11]=2)[C:25]2[C:20]([C:19]=1[CH:3]=[O:4])=[CH:21][CH:22]=[CH:23][CH:24]=2. (4) Given the reactants [CH2:1]([O:8][C:9]1[CH:14]=[CH:13][C:12]([C@@H:15]([O:18][Si:19]([CH2:24][CH3:25])([CH2:22][CH3:23])[CH2:20][CH3:21])[CH2:16]I)=[CH:11][C:10]=1[NH:26][S:27]([CH3:30])(=[O:29])=[O:28])[C:2]1[CH:7]=[CH:6][CH:5]=[CH:4][CH:3]=1.[CH2:31]([NH2:38])[C:32]1[CH:37]=[CH:36][CH:35]=[CH:34][CH:33]=1, predict the reaction product. The product is: [CH2:31]([NH:38][CH2:16][C@@H:15]([C:12]1[CH:13]=[CH:14][C:9]([O:8][CH2:1][C:2]2[CH:7]=[CH:6][CH:5]=[CH:4][CH:3]=2)=[C:10]([NH:26][S:27]([CH3:30])(=[O:29])=[O:28])[CH:11]=1)[O:18][Si:19]([CH2:24][CH3:25])([CH2:22][CH3:23])[CH2:20][CH3:21])[C:32]1[CH:37]=[CH:36][CH:35]=[CH:34][CH:33]=1. (5) Given the reactants [F:1][C:2]1[CH:7]=[CH:6][CH:5]=[CH:4][C:3]=1[C:8]1[C:20]2[C:19]3[C:14](=[CH:15][C:16]([N:21]4[CH2:26][CH2:25][O:24][CH2:23][CH2:22]4)=[CH:17][CH:18]=3)[NH:13][C:12]=2[C:11]([C:27]([O:29]CC)=[O:28])=[N:10][CH:9]=1.[OH-].[Na+], predict the reaction product. The product is: [F:1][C:2]1[CH:7]=[CH:6][CH:5]=[CH:4][C:3]=1[C:8]1[C:20]2[C:19]3[C:14](=[CH:15][C:16]([N:21]4[CH2:22][CH2:23][O:24][CH2:25][CH2:26]4)=[CH:17][CH:18]=3)[NH:13][C:12]=2[C:11]([C:27]([OH:29])=[O:28])=[N:10][CH:9]=1. (6) Given the reactants [N:1]1([S:7]([C:10]2[C:18]3[C:13](=[CH:14][CH:15]=[C:16]([C:19]#[C:20][C:21]4[CH:26]=[CH:25][CH:24]=[CH:23][CH:22]=4)[CH:17]=3)[NH:12][C:11]=2[C:27]([NH2:29])=[O:28])(=[O:9])=[O:8])[CH2:6][CH2:5][O:4][CH2:3][CH2:2]1, predict the reaction product. The product is: [N:1]1([S:7]([C:10]2[C:18]3[C:13](=[CH:14][CH:15]=[C:16]([CH2:19][CH2:20][C:21]4[CH:26]=[CH:25][CH:24]=[CH:23][CH:22]=4)[CH:17]=3)[NH:12][C:11]=2[C:27]([NH2:29])=[O:28])(=[O:8])=[O:9])[CH2:2][CH2:3][O:4][CH2:5][CH2:6]1. (7) The product is: [CH2:2]1[C:38]2[C:39](=[CH:40][CH:41]=[C:42]([NH:44][C:2]3[N:7]=[C:6]([C:8]4[C:9]([C:17]5[CH:18]=[C:19]([NH:23][C:24](=[O:33])[C:25]6[CH:30]=[CH:29][CH:28]=[CH:27][CH:26]=6)[CH:20]=[CH:21][CH:22]=5)=[N:10][N:11]5[CH:16]=[CH:15][CH:14]=[CH:13][C:12]=45)[CH:5]=[CH:4][N:3]=3)[CH:43]=2)[CH2:5][CH2:4][NH:3]1. Given the reactants Cl[C:2]1[N:7]=[C:6]([C:8]2[C:9]([C:17]3[CH:18]=[C:19]([NH:23][C:24](=[O:33])[C:25]4[C:30](F)=[CH:29][CH:28]=[CH:27][C:26]=4F)[CH:20]=[CH:21][CH:22]=3)=[N:10][N:11]3[CH:16]=[CH:15][CH:14]=[CH:13][C:12]=23)[CH:5]=[CH:4][N:3]=1.O1[C:39]2[CH:40]=[CH:41][C:42]([NH2:44])=[CH:43][C:38]=2OCC1, predict the reaction product.